Dataset: Reaction yield outcomes from USPTO patents with 853,638 reactions. Task: Predict the reaction yield, written as a fraction of the theoretical maximum amount of product (1.0 means a 100% yield; for example, 0.34 means a 34% yield). (1) The reactants are [Cl:1][C:2]1[CH:3]=[C:4]([CH:9]([CH2:13][CH2:14][N:15]2[CH2:20][CH2:19][N:18]([S:21]([CH3:24])(=[O:23])=[O:22])[CH2:17][CH2:16]2)[C:10](O)=[O:11])[CH:5]=[CH:6][C:7]=1[Cl:8].CN(C(ON1N=NC2C=CC=CC1=2)=[N+](C)C)C.[B-](F)(F)(F)F.[Cl:47][C:48]1[CH:56]=[CH:55][C:51]([CH2:52][NH:53][CH3:54])=[CH:50][CH:49]=1.C(N(CC)C(C)C)(C)C. The catalyst is CN(C=O)C. The product is [Cl:47][C:48]1[CH:56]=[CH:55][C:51]([CH2:52][N:53]([CH3:54])[C:10](=[O:11])[CH:9]([C:4]2[CH:5]=[CH:6][C:7]([Cl:8])=[C:2]([Cl:1])[CH:3]=2)[CH2:13][CH2:14][N:15]2[CH2:20][CH2:19][N:18]([S:21]([CH3:24])(=[O:23])=[O:22])[CH2:17][CH2:16]2)=[CH:50][CH:49]=1. The yield is 0.670. (2) The reactants are [NH:1]1[CH2:6][CH2:5][NH:4][CH2:3][CH2:2]1.F[C:8]1[CH:13]=[CH:12][C:11]([N+:14]([O-:16])=[O:15])=[CH:10][C:9]=1[F:17]. The catalyst is CS(C)=O.CCOC(C)=O. The product is [F:17][C:9]1[CH:10]=[C:11]([N+:14]([O-:16])=[O:15])[CH:12]=[CH:13][C:8]=1[N:1]1[CH2:6][CH2:5][NH:4][CH2:3][CH2:2]1. The yield is 1.00. (3) The reactants are [C:1]1([C:11]2[CH:12]=[C:13]([CH:21]=[CH:22][CH:23]=2)[NH:14][C:15]2[CH:20]=[CH:19][CH:18]=[CH:17][CH:16]=2)[C:10]2[C:5](=[CH:6][CH:7]=[CH:8][CH:9]=2)[CH:4]=[CH:3][N:2]=1.Br[C:25]1[CH:26]=[C:27]([C:31]2[N:32]([C:36]3[C:41]([CH:42]([CH3:44])[CH3:43])=[CH:40][CH:39]=[CH:38][C:37]=3[CH:45]([CH3:47])[CH3:46])[CH:33]=[CH:34][N:35]=2)[CH:28]=[CH:29][CH:30]=1.CC(C)([O-])C.[Na+].C1(P(C2CCCCC2)C2C=CC=CC=2C2C(OC)=CC=CC=2OC)CCCCC1. The product is [CH:45]([C:37]1[CH:38]=[CH:39][CH:40]=[C:41]([CH:42]([CH3:44])[CH3:43])[C:36]=1[N:32]1[CH:33]=[CH:34][N:35]=[C:31]1[C:27]1[CH:26]=[C:25]([CH:30]=[CH:29][CH:28]=1)[N:14]([C:13]1[CH:21]=[CH:22][CH:23]=[C:11]([C:1]2[C:10]3[C:5](=[CH:6][CH:7]=[CH:8][CH:9]=3)[CH:4]=[CH:3][N:2]=2)[CH:12]=1)[C:15]1[CH:20]=[CH:19][CH:18]=[CH:17][CH:16]=1)([CH3:47])[CH3:46]. The catalyst is C1C=CC(/C=C/C(/C=C/C2C=CC=CC=2)=O)=CC=1.C1C=CC(/C=C/C(/C=C/C2C=CC=CC=2)=O)=CC=1.C1C=CC(/C=C/C(/C=C/C2C=CC=CC=2)=O)=CC=1.[Pd].[Pd].C1(C)C=CC=CC=1. The yield is 0.780. (4) The reactants are [CH3:1][O:2][C:3](=[O:36])[NH:4][CH:5]([C:9]([N:11]1[CH2:15][CH2:14][CH2:13][CH:12]1[C:16]1[N:17]([CH2:28][O:29][CH2:30][CH2:31][Si:32]([CH3:35])([CH3:34])[CH3:33])[C:18]([C:21]2[CH:26]=[CH:25][C:24](Br)=[CH:23][CH:22]=2)=[CH:19][N:20]=1)=[O:10])[CH:6]([CH3:8])[CH3:7].[NH:37]1[CH2:42][CH2:41][NH:40][CH2:39][CH2:38]1.C1C=CC(P([C:69]2[C:70](C3C(P(C4C=CC=CC=4)C4C=CC=CC=4)=[CH:74][CH:73]=[C:72]4[C:67]=3[CH:68]=[CH:69][CH:70]=[CH:71]4)=[C:71]3[C:72]([CH:73]=[CH:74]C=C3)=[CH:67][CH:68]=2)C2C=CC=CC=2)=CC=1.[CH3:89][C:90]([O-])([CH3:92])[CH3:91].[Na+]. The catalyst is C1(C)C=CC=CC=1.CC([O-])=O.CC([O-])=O.[Pd+2]. The product is [CH3:1][O:2][C:3](=[O:36])[NH:4][CH:5]([C:9]([N:11]1[CH2:15][CH2:14][CH2:13][CH:12]1[C:16]1[N:17]([CH2:28][O:29][CH2:30][CH2:31][Si:32]([CH3:35])([CH3:34])[CH3:33])[C:18]([C:21]2[CH:26]=[CH:25][C:24]([N:37]3[CH2:42][CH2:41][N:40]([C:69]4[CH:68]=[CH:67][C:72]([C:73]5[N:17]([CH2:28][O:29][CH2:30][CH2:31][Si:32]([CH3:33])([CH3:35])[CH3:34])[C:16]([CH:12]6[CH2:13][CH2:14][CH2:15][N:11]6[C:9](=[O:10])[CH:89]([NH:4][C:3]([O:2][CH3:1])=[O:36])[CH:90]([CH3:92])[CH3:91])=[N:20][CH:74]=5)=[CH:71][CH:70]=4)[CH2:39][CH2:38]3)=[CH:23][CH:22]=2)=[CH:19][N:20]=1)=[O:10])[CH:6]([CH3:8])[CH3:7]. The yield is 0.0400. (5) The reactants are [Br-].[CH2:2]([O:8][C:9]1[CH:34]=[CH:33][C:12]([CH2:13][P+](C2C=CC=CC=2)(C2C=CC=CC=2)C2C=CC=CC=2)=[CH:11][CH:10]=1)[CH2:3][CH2:4][CH2:5][CH2:6][CH3:7].O.[CH2:36]([OH:38])[CH3:37]. No catalyst specified. The product is [OH:38][CH2:36][C:37]1[CH:34]=[CH:33][C:12](/[CH:13]=[CH:13]/[C:12]2[CH:11]=[CH:10][C:9]([O:8][CH2:2][CH2:3][CH2:4][CH2:5][CH2:6][CH3:7])=[CH:34][CH:33]=2)=[CH:11][CH:10]=1. The yield is 0.370. (6) The reactants are [N:1]([C:4]1[CH:19]=[C:18]([F:20])[CH:17]=[CH:16][C:5]=1[C:6]([NH:8][C:9]1[CH:14]=[CH:13][C:12]([Cl:15])=[CH:11][CH:10]=1)=O)=[N+]=[N-].C(Cl)[Cl:22]. The catalyst is S(Cl)(Cl)=O. The product is [Cl:22][C:6]1[N:8]([C:9]2[CH:14]=[CH:13][C:12]([Cl:15])=[CH:11][CH:10]=2)[N:1]=[C:4]2[C:5]=1[CH:16]=[CH:17][C:18]([F:20])=[CH:19]2. The yield is 0.950. (7) The reactants are COC(C)(C)C.I[CH2:8][O:9][C:10](=[O:16])[CH:11]([CH2:14][CH3:15])[CH2:12][CH3:13].[CH3:17][C@@H:18]([OH:37])[C@H:19]1[C:22](=[O:23])[N:21]2[C:24]([C:34]([OH:36])=[O:35])=[C:25]([S:27][C@@H:28]3[CH2:32][S+:31]([O-:33])[CH2:30][CH2:29]3)[S:26][C@H:20]12.C(N(CC)C(C)C)(C)C. The catalyst is CC(C)=O.C(OCC)(=O)C.CCCCCCC.O. The product is [OH:37][C@@H:18]([C@H:19]1[C:22](=[O:23])[N:21]2[C@@H:20]1[S:26][C:25]([S:27][C@H:28]1[CH2:29][CH2:30][S@@:31](=[O:33])[CH2:32]1)=[C:24]2[C:34]([O:36][CH2:8][O:9][C:10](=[O:16])[CH:11]([CH2:14][CH3:15])[CH2:12][CH3:13])=[O:35])[CH3:17]. The yield is 0.600. (8) The reactants are [C:1]([O:5][C:6]([N:8]1[CH2:13][CH:12]=[C:11]([O:14][Si](C)(C)C)[CH2:10][CH2:9]1)=[O:7])([CH3:4])([CH3:3])[CH3:2].[B-](F)(F)(F)[F:20].[B-](F)(F)(F)F.C1[N+]2(CCl)CC[N+](F)(CC2)C1. The catalyst is C(#N)C.O. The product is [C:1]([O:5][C:6]([N:8]1[CH2:13][CH2:12][C:11](=[O:14])[CH:10]([F:20])[CH2:9]1)=[O:7])([CH3:4])([CH3:3])[CH3:2]. The yield is 0.760. (9) The reactants are [C:1]1([C@@H:7]([CH2:14][C:15]2[CH:20]=[CH:19][C:18]([O:21][CH2:22][CH2:23][C:24]3[CH:33]=[CH:32][C:31]4[CH2:30][CH2:29][CH2:28][NH:27][C:26]=4[N:25]=3)=[CH:17][CH:16]=2)[CH2:8][C:9]([O:11]CC)=[O:10])[CH:6]=[CH:5][CH:4]=[CH:3][CH:2]=1.[Li+].[OH-]. The product is [C:1]1([C@@H:7]([CH2:14][C:15]2[CH:20]=[CH:19][C:18]([O:21][CH2:22][CH2:23][C:24]3[CH:33]=[CH:32][C:31]4[CH2:30][CH2:29][CH2:28][NH:27][C:26]=4[N:25]=3)=[CH:17][CH:16]=2)[CH2:8][C:9]([OH:11])=[O:10])[CH:2]=[CH:3][CH:4]=[CH:5][CH:6]=1. The yield is 0.740. The catalyst is C1COCC1.O.